The task is: Predict the reactants needed to synthesize the given product.. This data is from Full USPTO retrosynthesis dataset with 1.9M reactions from patents (1976-2016). (1) Given the product [CH:11]([CH:24]1[O:29][CH2:28][C:27](=[O:30])[CH2:26][CH2:25]1)([C:18]1[CH:23]=[CH:22][CH:21]=[CH:20][CH:19]=1)[C:12]1[CH:13]=[CH:14][CH:15]=[CH:16][CH:17]=1, predict the reactants needed to synthesize it. The reactants are: CS(C)=O.C(Cl)(=O)C(Cl)=O.[CH:11]([C@@H:24]1[O:29][CH2:28][C@@H:27]([OH:30])[CH2:26][CH2:25]1)([C:18]1[CH:23]=[CH:22][CH:21]=[CH:20][CH:19]=1)[C:12]1[CH:17]=[CH:16][CH:15]=[CH:14][CH:13]=1.C(N(CC)CC)C. (2) Given the product [F:25][C:26]1[CH:35]=[CH:34][C:29]2[N:30]=[C:31]([NH:33][C:13]([CH:14]3[C:15]4[C:16](=[CH:20][CH:21]=[CH:22][CH:23]=4)[C:17](=[O:19])[N:12]([CH2:11][CH2:10][O:9][CH3:8])[CH:6]3[C:2]3[S:1][CH:5]=[CH:4][CH:3]=3)=[O:24])[S:32][C:28]=2[CH:27]=1, predict the reactants needed to synthesize it. The reactants are: [S:1]1[CH:5]=[CH:4][CH:3]=[C:2]1[CH:6]=O.[CH3:8][O:9][CH2:10][CH2:11][NH2:12].[C:13]1(=[O:24])[O:19][C:17](=O)[C:16]2=[CH:20][CH:21]=[CH:22][CH:23]=[C:15]2[CH2:14]1.[F:25][C:26]1[CH:35]=[CH:34][C:29]2[N:30]=[C:31]([NH2:33])[S:32][C:28]=2[CH:27]=1. (3) The reactants are: [Cl:1][C:2]1[N:7]=[C:6]([Cl:8])[C:5]([CH:9]([CH3:11])[CH3:10])=[C:4]([O:12][C:13]2[CH:18]=[C:17]([CH3:19])[CH:16]=[C:15]([CH3:20])[CH:14]=2)[N:3]=1.C1C(=O)N([Br:28])C(=O)C1.C(OOC(=O)C1C=CC=CC=1)(=O)C1C=CC=CC=1. Given the product [Br:28][CH2:19][C:17]1[CH:18]=[C:13]([CH:14]=[C:15]([CH3:20])[CH:16]=1)[O:12][C:4]1[C:5]([CH:9]([CH3:10])[CH3:11])=[C:6]([Cl:8])[N:7]=[C:2]([Cl:1])[N:3]=1, predict the reactants needed to synthesize it. (4) Given the product [CH3:1][O:2][C:3]1[CH:23]=[CH:22][CH:21]=[CH:20][C:4]=1[CH2:5][C:6]1[N:10]([C:11]2[N:12]=[CH:13][C:14]([NH2:17])=[CH:15][CH:16]=2)[N:9]=[N:8][N:7]=1, predict the reactants needed to synthesize it. The reactants are: [CH3:1][O:2][C:3]1[CH:23]=[CH:22][CH:21]=[CH:20][C:4]=1[CH2:5][C:6]1[N:10]([C:11]2[CH:16]=[CH:15][C:14]([N+:17]([O-])=O)=[CH:13][N:12]=2)[N:9]=[N:8][N:7]=1.